Task: Predict the reaction yield, written as a fraction of the theoretical maximum amount of product (1.0 means a 100% yield; for example, 0.34 means a 34% yield).. Dataset: Reaction yield outcomes from USPTO patents with 853,638 reactions (1) The reactants are Cl[C:2]1[CH:3]=[CH:4][C:5]2[N:6]=[CH:7][N:8]=[C:9]([O:12][CH:13]3[CH2:18][CH2:17][N:16]([C:19]([O:21][C:22]([CH3:25])([CH3:24])[CH3:23])=[O:20])[CH2:15][CH2:14]3)[C:10]=2[N:11]=1.CC1(C)C(C)(C)OB([C:34]2[CH:35]=[C:36]([NH:40][S:41]([C:44]3[CH:49]=[CH:48][CH:47]=[CH:46][CH:45]=3)(=[O:43])=[O:42])[CH:37]=[N:38][CH:39]=2)O1.C(=O)(O)[O-].[Na+]. The catalyst is O1CCOCC1. The product is [C:44]1([S:41]([NH:40][C:36]2[CH:35]=[C:34]([C:2]3[CH:3]=[CH:4][C:5]4[N:6]=[CH:7][N:8]=[C:9]([O:12][CH:13]5[CH2:18][CH2:17][N:16]([C:19]([O:21][C:22]([CH3:25])([CH3:24])[CH3:23])=[O:20])[CH2:15][CH2:14]5)[C:10]=4[N:11]=3)[CH:39]=[N:38][CH:37]=2)(=[O:43])=[O:42])[CH:49]=[CH:48][CH:47]=[CH:46][CH:45]=1. The yield is 0.320. (2) The reactants are [F:1][C:2]1[CH:31]=[CH:30][CH:29]=[C:28]([F:32])[C:3]=1[C:4]([NH:6][C:7]([NH:9][C:10]1[CH:15]=[CH:14][C:13]([S:16][C:17]([F:26])([C:22]([F:25])([F:24])[F:23])[C:18]([F:21])([F:20])[F:19])=[CH:12][C:11]=1[F:27])=[O:8])=[O:5].[OH-].[Na+].Cl[CH:36]([O:38][CH:39](Cl)Cl)Cl.[Cl-].[NH4+]. The catalyst is CN1CCCC1=O.O. The product is [F:1][C:2]1[CH:31]=[CH:30][CH:29]=[C:28]([F:32])[C:3]=1[C:4]([N:6]1[C:7](=[O:8])[N:9]([C:10]2[CH:15]=[CH:14][C:13]([S:16][C:17]([F:26])([C:22]([F:24])([F:23])[F:25])[C:18]([F:20])([F:19])[F:21])=[CH:12][C:11]=2[F:27])[CH2:39][O:38][CH2:36]1)=[O:5]. The yield is 0.520. (3) The reactants are [C:1]([O:4][C@H:5]1[CH2:26][CH2:25][C@@:24]2([CH3:27])[C@@H:7]([CH2:8][CH2:9][C@:10]3([CH3:36])[C@@H:23]2[CH2:22][C:21](=[O:28])[C@H:20]2[C@@:11]3([CH3:35])[CH2:12][CH2:13][C@:14]3([CH3:34])[C@H:19]2[CH2:18][C@@:17]([CH3:33])([C:29]([O:31][CH3:32])=[O:30])[CH2:16][CH2:15]3)[C:6]1([CH3:38])[CH3:37])(=[O:3])[CH3:2].BrBr. The catalyst is C(O)(=O)C.Br. The product is [C:1]([O:4][C@H:5]1[CH2:26][CH2:25][C@@:24]2([CH3:27])[C@@H:7]([CH2:8][CH2:9][C@:10]3([CH3:36])[C:23]2=[CH:22][C:21](=[O:28])[C@H:20]2[C@@:11]3([CH3:35])[CH2:12][CH2:13][C@:14]3([CH3:34])[C@H:19]2[CH2:18][C@@:17]([CH3:33])([C:29]([O:31][CH3:32])=[O:30])[CH2:16][CH2:15]3)[C:6]1([CH3:38])[CH3:37])(=[O:3])[CH3:2]. The yield is 1.02. (4) The catalyst is O1CCCC1. The product is [CH3:12][CH:13]([CH3:17])[CH2:14][CH:15]([OH:16])[CH2:5][CH2:6][C:7]1[S:8][CH:9]=[CH:10][CH:11]=1. The reactants are II.[Mg].Br[CH2:5][CH2:6][C:7]1[S:8][CH:9]=[CH:10][CH:11]=1.[CH3:12][CH:13]([CH3:17])[CH2:14][CH:15]=[O:16].Cl. The yield is 0.300. (5) The reactants are [CH3:1][O:2][C:3]([C:5]1[CH:6]=[CH:7][CH:8]=[C:9]2[C:14]=1[NH:13][C:12](=[O:15])[C:11]([CH3:17])([CH3:16])[NH:10]2)=[O:4].CN(C)C=O.[Br:23]C1C(=O)C(Br)=CC(Br)(Br)C=1.C(OCC)(=O)C. The catalyst is O. The product is [Br:23][C:6]1[C:5]([C:3]([O:2][CH3:1])=[O:4])=[C:14]2[C:9]([NH:10][C:11]([CH3:17])([CH3:16])[C:12](=[O:15])[NH:13]2)=[CH:8][CH:7]=1. The yield is 0.460. (6) The reactants are [CH:1]([NH:4][C:5]([C:7]1[C:15]2[C:10](=[N:11][CH:12]=[C:13]([C:16]3[C:24]4[C:19](=[CH:20][C:21]([Cl:25])=[CH:22][CH:23]=4)[N:18]([CH3:26])[N:17]=3)[N:14]=2)[N:9](COCC[Si](C)(C)C)[CH:8]=1)=[O:6])([CH3:3])[CH3:2].FC(F)(F)C(O)=O.C(N)CN.O. The catalyst is ClCCl.C(OCC)(=O)C. The product is [CH:1]([NH:4][C:5]([C:7]1[C:15]2[C:10](=[N:11][CH:12]=[C:13]([C:16]3[C:24]4[C:19](=[CH:20][C:21]([Cl:25])=[CH:22][CH:23]=4)[N:18]([CH3:26])[N:17]=3)[N:14]=2)[NH:9][CH:8]=1)=[O:6])([CH3:3])[CH3:2]. The yield is 0.810.